This data is from HIV replication inhibition screening data with 41,000+ compounds from the AIDS Antiviral Screen. The task is: Binary Classification. Given a drug SMILES string, predict its activity (active/inactive) in a high-throughput screening assay against a specified biological target. The molecule is Cc1ccc(C2(C)CC(C)(C)c3ccc(C)cc3O2)c(O)c1. The result is 0 (inactive).